Dataset: Forward reaction prediction with 1.9M reactions from USPTO patents (1976-2016). Task: Predict the product of the given reaction. (1) Given the reactants [CH:1]([O:4][C:5](=[O:15])[C:6]1[C:7](=[CH:11][CH:12]=[CH:13][CH:14]=1)[C:8]([O-])=O)([CH3:3])[CH3:2].[K+].N1C2C(=CC=C3C=2N=CC=C3)C=CC=1.ClC1[CH:37]=[CH:36][C:35]([C:38]([F:41])([F:40])[F:39])=[CH:34][CH:33]=1, predict the reaction product. The product is: [F:39][C:38]([F:41])([F:40])[C:35]1[CH:36]=[CH:37][C:8]([C:7]2[C:6]([C:5]([O:4][CH:1]([CH3:3])[CH3:2])=[O:15])=[CH:14][CH:13]=[CH:12][CH:11]=2)=[CH:33][CH:34]=1. (2) Given the reactants Br[C:2]1[C:3]2[O:12][C:11]([CH2:13][N:14]3[CH2:19][CH2:18][N:17]([S:20]([CH3:23])(=[O:22])=[O:21])[CH2:16][CH2:15]3)=[CH:10][C:4]=2[C:5](=[O:9])[N:6]([CH3:8])[CH:7]=1.IC1C(=O)N(C)C=C(I)C=1OC.[CH2:36]([NH:43][C:44]1[CH:49]=[CH:48][CH:47]=[C:46](B2OC(C)(C)C(C)(C)O2)[CH:45]=1)[C:37]1[CH:42]=[CH:41][CH:40]=[CH:39][CH:38]=1.C(=O)([O-])[O-].[K+].[K+], predict the reaction product. The product is: [CH2:36]([NH:43][C:44]1[CH:45]=[C:46]([C:2]2[C:3]3[O:12][C:11]([CH2:13][N:14]4[CH2:19][CH2:18][N:17]([S:20]([CH3:23])(=[O:22])=[O:21])[CH2:16][CH2:15]4)=[CH:10][C:4]=3[C:5](=[O:9])[N:6]([CH3:8])[CH:7]=2)[CH:47]=[CH:48][CH:49]=1)[C:37]1[CH:42]=[CH:41][CH:40]=[CH:39][CH:38]=1. (3) Given the reactants [F:1][C:2]1[CH:3]=[CH:4][C:5]([O:12][CH2:13][CH2:14][C:15]2[CH:20]=[CH:19][C:18]([C:21]([F:24])([F:23])[F:22])=[CH:17][CH:16]=2)=[C:6]([CH:11]=1)[C:7](OC)=[O:8].[H-].[Al+3].[Li+].[H-].[H-].[H-].Cl, predict the reaction product. The product is: [F:1][C:2]1[CH:3]=[CH:4][C:5]([O:12][CH2:13][CH2:14][C:15]2[CH:20]=[CH:19][C:18]([C:21]([F:22])([F:23])[F:24])=[CH:17][CH:16]=2)=[C:6]([CH2:7][OH:8])[CH:11]=1. (4) Given the reactants Cl[C:2]1[CH:3]=C(SC2C3C(=CC(C)=CC=3)NC=2CCC(N)=O)C=C(Cl)[CH:7]=1.[Cl:25][C:26]1[CH:31]=[CH:30][C:29]([S:32][C:33]2[C:41]3[C:36](=[CH:37][CH:38]=[CH:39][C:40]=3[CH3:42])[NH:35][C:34]=2[C:43]([OH:45])=[O:44])=[CH:28][CH:27]=1.C(Cl)(=O)C(Cl)=O.CC(O)C, predict the reaction product. The product is: [Cl:25][C:26]1[CH:27]=[CH:28][C:29]([S:32][C:33]2[C:41]3[C:36](=[CH:37][CH:38]=[CH:39][C:40]=3[CH3:42])[NH:35][C:34]=2[C:43]([O:45][CH:2]([CH3:3])[CH3:7])=[O:44])=[CH:30][CH:31]=1. (5) The product is: [Cl:1][C:2]1[N:3]2[C:14](=[O:15])[CH:13]=[C:12]([CH2:11][Cl:10])[N:9]=[C:4]2[S:5][C:6]=1[O:7][CH3:8]. Given the reactants [Cl:1][C:2]1[N:3]=[C:4]([NH2:9])[S:5][C:6]=1[O:7][CH3:8].[Cl:10][CH2:11][C:12](=O)[CH2:13][C:14](OCC)=[O:15], predict the reaction product. (6) Given the reactants [H-].[Na+].[C:3]1([OH:9])[CH:8]=[CH:7][CH:6]=[CH:5][CH:4]=1.[CH3:10][O:11][C:12]([C:14]1[CH:19]=[CH:18][N:17]=[C:16](S(C)(=O)=O)[N:15]=1)=[O:13], predict the reaction product. The product is: [CH3:10][O:11][C:12]([C:14]1[CH:19]=[CH:18][N:17]=[C:16]([O:9][C:3]2[CH:8]=[CH:7][CH:6]=[CH:5][CH:4]=2)[N:15]=1)=[O:13]. (7) Given the reactants Br[C:2]1[CH:7]=[CH:6][C:5]([N:8]2[C:12]([CH2:13][C@@H:14]3[CH2:18][CH2:17][N:16]([C:19]([CH:21]4[CH2:23][CH2:22]4)=[O:20])[CH2:15]3)=[N:11][NH:10][C:9]2=[O:24])=[CH:4][CH:3]=1.[NH:25]1[C:33]2[C:28](=[C:29](B(O)O)[CH:30]=[CH:31][CH:32]=2)[CH:27]=[CH:26]1.C(=O)([O-])[O-].[K+].[K+], predict the reaction product. The product is: [CH:21]1([C:19]([N:16]2[CH2:17][CH2:18][C@@H:14]([CH2:13][C:12]3[N:8]([C:5]4[CH:6]=[CH:7][C:2]([C:29]5[CH:30]=[CH:31][CH:32]=[C:33]6[C:28]=5[CH:27]=[CH:26][NH:25]6)=[CH:3][CH:4]=4)[C:9](=[O:24])[NH:10][N:11]=3)[CH2:15]2)=[O:20])[CH2:23][CH2:22]1. (8) Given the reactants [NH2:1][C:2]1[N:7]=[C:6]([NH:8][CH2:9][CH2:10][CH2:11][CH3:12])[C:5]([CH2:13][C:14]2[CH:19]=[CH:18][C:17]([CH2:20][C:21]([OH:23])=[O:22])=[CH:16][C:15]=2[O:24]C)=[C:4]([CH3:26])[N:3]=1.[CH3:27]O.Cl, predict the reaction product. The product is: [NH2:1][C:2]1[N:7]=[C:6]([NH:8][CH2:9][CH2:10][CH2:11][CH3:12])[C:5]([CH2:13][C:14]2[CH:19]=[CH:18][C:17]([CH2:20][C:21]([O:23][CH3:27])=[O:22])=[CH:16][C:15]=2[OH:24])=[C:4]([CH3:26])[N:3]=1.